Dataset: Reaction yield outcomes from USPTO patents with 853,638 reactions. Task: Predict the reaction yield, written as a fraction of the theoretical maximum amount of product (1.0 means a 100% yield; for example, 0.34 means a 34% yield). The reactants are [Mg].[CH2:2]([C:5]1[C:14]2[C:9](=[CH:10][CH:11]=[C:12](Br)[CH:13]=2)[CH:8]=[CH:7][C:6]=1[O:16][CH3:17])[CH:3]=[CH2:4].[O:18]=[C:19]1[CH2:23][N:22]([C:24]([O:26][CH2:27][CH2:28][Si:29]([CH3:32])([CH3:31])[CH3:30])=[O:25])[C@H:21]([C:33]([O:35][CH3:36])=[O:34])[CH2:20]1. The catalyst is C1COCC1.C(Cl)Cl. The product is [CH2:2]([C:5]1[C:6]([O:16][CH3:17])=[CH:7][CH:8]=[C:9]2[C:14]=1[CH:13]=[C:12]([C@@:19]1([OH:18])[CH2:23][N:22]([C:24]([O:26][CH2:27][CH2:28][Si:29]([CH3:32])([CH3:30])[CH3:31])=[O:25])[C@H:21]([C:33]([O:35][CH3:36])=[O:34])[CH2:20]1)[CH:11]=[CH:10]2)[CH:3]=[CH2:4]. The yield is 0.420.